From a dataset of Catalyst prediction with 721,799 reactions and 888 catalyst types from USPTO. Predict which catalyst facilitates the given reaction. Reactant: [CH2:1]([O:8][C:9]1[CH:10]=[C:11]([CH:16]=[CH:17][C:18]=1[CH:19]=O)[C:12]([O:14][CH3:15])=[O:13])[C:2]1[CH:7]=[CH:6][CH:5]=[CH:4][CH:3]=1.[NH:21]1[CH2:26][CH2:25][O:24][CH2:23][CH2:22]1.C(O)(=O)C.[Na]. Product: [CH2:1]([O:8][C:9]1[CH:10]=[C:11]([CH:16]=[CH:17][C:18]=1[CH2:19][N:21]1[CH2:26][CH2:25][O:24][CH2:23][CH2:22]1)[C:12]([O:14][CH3:15])=[O:13])[C:2]1[CH:3]=[CH:4][CH:5]=[CH:6][CH:7]=1. The catalyst class is: 20.